Dataset: Forward reaction prediction with 1.9M reactions from USPTO patents (1976-2016). Task: Predict the product of the given reaction. (1) Given the reactants [CH3:1][N:2]1[CH2:7][CH2:6][N:5]([C:8]2[CH:13]=[CH:12][C:11](N=C=S)=[CH:10][CH:9]=2)[CH2:4][CH2:3]1.[N+]([O-])(O)=O.C[C:22]1C=C(C)[N:24]([C:28]([NH2:30])=[NH:29])[N:23]=1.CC(C)([O-])C.[K+].[NH2:37]N, predict the reaction product. The product is: [CH3:1][N:2]1[CH2:3][CH2:4][N:5]([C:8]2[CH:9]=[C:10]([CH:11]=[CH:12][CH:13]=2)[NH:37][C:22]2[N:29]=[C:28]([NH2:30])[NH:24][N:23]=2)[CH2:6][CH2:7]1. (2) The product is: [Cl:1][C:2]1[S:6][C:5]([CH2:7][NH:8][N:9]2[C:18]3[C:13](=[CH:14][CH:15]=[CH:16][CH:17]=3)[C:12]([OH:19])=[C:11]([C:20]3[NH:25][C:24]4[CH:26]=[CH:27][CH:28]=[CH:29][C:23]=4[S:22](=[O:30])(=[O:31])[N:21]=3)[C:10]2=[O:32])=[CH:4][CH:3]=1. Given the reactants [Cl:1][C:2]1[S:6][C:5]([CH:7]=[N:8][N:9]2[C:18]3[C:13](=[CH:14][CH:15]=[CH:16][CH:17]=3)[C:12]([OH:19])=[C:11]([C:20]3[NH:25][C:24]4[CH:26]=[CH:27][CH:28]=[CH:29][C:23]=4[S:22](=[O:31])(=[O:30])[N:21]=3)[C:10]2=[O:32])=[CH:4][CH:3]=1.CO.[BH4-].[Li+].Cl, predict the reaction product.